This data is from Reaction yield outcomes from USPTO patents with 853,638 reactions. The task is: Predict the reaction yield, written as a fraction of the theoretical maximum amount of product (1.0 means a 100% yield; for example, 0.34 means a 34% yield). The yield is 0.750. The product is [CH3:8][C:4]1([CH3:9])[CH2:5][CH2:6][CH2:7][C:2]([CH3:1])([CH3:22])[N:3]1[O:10][CH2:11][C:12]1[CH:21]=[C:16]([CH2:17][OH:18])[CH:15]=[N:14][CH:13]=1. The reactants are [CH3:1][C:2]1([CH3:22])[CH2:7][CH2:6][CH2:5][C:4]([CH3:9])([CH3:8])[N:3]1[O:10][CH2:11][C:12]1[CH:13]=[N:14][CH:15]=[C:16]([CH:21]=1)[C:17](OC)=[O:18].[BH4-].[Na+].CCOC(C)=O. The catalyst is C(O)C.